Dataset: Reaction yield outcomes from USPTO patents with 853,638 reactions. Task: Predict the reaction yield, written as a fraction of the theoretical maximum amount of product (1.0 means a 100% yield; for example, 0.34 means a 34% yield). (1) The reactants are C(O[CH:4](OCC)[C:5](=[NH:8])OC)C.[CH3:12][C:13]1[CH:18]=[C:17]([CH3:19])[CH:16]=[CH:15][C:14]=1[CH2:20][NH2:21]. The catalyst is CO. The product is [CH3:19][C:17]1[CH:16]=[C:15]2[C:4](=[C:13]([CH3:12])[CH:18]=1)[CH:5]=[N:8][C:20]([NH2:21])=[CH:14]2. The yield is 0.900. (2) The reactants are [F:1][P-:2]([F:7])([F:6])([F:5])([F:4])[F:3].F[C:9]1[CH:14]=[CH:13][C:12]([C:15]2[CH:16]=[CH:17][CH:18]=[C:19]3[C:28]=2[S:27][C:26]2[CH:25]=[CH:24][CH:23]=[CH:22][C:21]=2[SH+:20]3)=[CH:11][CH:10]=1.[CH2:29]([OH:32])[CH2:30][OH:31].[OH-].[K+].O. The catalyst is ClCCl. The product is [F:1][P-:2]([F:7])([F:6])([F:5])([F:4])[F:3].[OH:31][CH2:30][CH2:29][O:32][C:9]1[CH:14]=[CH:13][C:12]([C:15]2[CH:16]=[CH:17][CH:18]=[C:19]3[C:28]=2[S:27][C:26]2[CH:25]=[CH:24][CH:23]=[CH:22][C:21]=2[SH+:20]3)=[CH:11][CH:10]=1. The yield is 0.920. (3) The product is [Br:1][C:2]1[CH:3]=[N:4][N:5]([CH3:16])[C:6]=1[C:7]1[CH:8]=[C:9]([C:13]([NH:17][C@@H:18]([CH2:31][C:32]2[CH:37]=[CH:36][CH:35]=[CH:34][C:33]=2[C:38]([F:41])([F:39])[F:40])[CH2:19][N:20]2[C:28](=[O:29])[C:27]3[C:22](=[CH:23][CH:24]=[CH:25][CH:26]=3)[C:21]2=[O:30])=[O:15])[O:10][C:11]=1[CH3:12]. The reactants are [Br:1][C:2]1[CH:3]=[N:4][N:5]([CH3:16])[C:6]=1[C:7]1[CH:8]=[C:9]([C:13]([OH:15])=O)[O:10][C:11]=1[CH3:12].[NH2:17][C@@H:18]([CH2:31][C:32]1[CH:37]=[CH:36][CH:35]=[CH:34][C:33]=1[C:38]([F:41])([F:40])[F:39])[CH2:19][N:20]1[C:28](=[O:29])[C:27]2[C:22](=[CH:23][CH:24]=[CH:25][CH:26]=2)[C:21]1=[O:30].C(N(C(C)C)CC)(C)C.F[P-](F)(F)(F)(F)F.Br[P+](N1CCCC1)(N1CCCC1)N1CCCC1. The catalyst is C(Cl)Cl. The yield is 0.460. (4) The reactants are [O:1]1[CH2:7][CH:2]1[C:3]([O:5][CH3:6])=[O:4].[C:8](=[O:10])=[O:9]. The catalyst is [Cl-].C([N+](C)(C)C)C1C=CC=CC=1.C(#N)C.[Zn+2].[Br-].[Br-]. The product is [CH3:6][O:5][C:3]([CH:2]1[CH2:7][O:1][C:8](=[O:9])[O:10]1)=[O:4]. The yield is 0.650. (5) The reactants are [CH3:1][O:2][CH2:3][CH2:4][O:5][C:6]1[CH:11]=[CH:10][C:9](/[CH:12]=[CH:13]/[C:14]([O:16][CH2:17][CH3:18])=[O:15])=[C:8]([O:19][CH2:20][CH:21]2[CH2:25][CH2:24][CH2:23][O:22]2)[CH:7]=1. The yield is 0.980. The catalyst is [C].[Pd].O1CCCC1. The product is [CH3:1][O:2][CH2:3][CH2:4][O:5][C:6]1[CH:11]=[CH:10][C:9]([CH2:12][CH2:13][C:14]([O:16][CH2:17][CH3:18])=[O:15])=[C:8]([O:19][CH2:20][CH:21]2[CH2:25][CH2:24][CH2:23][O:22]2)[CH:7]=1.